From a dataset of Full USPTO retrosynthesis dataset with 1.9M reactions from patents (1976-2016). Predict the reactants needed to synthesize the given product. (1) Given the product [NH:8]1[C:16]2[C:11](=[C:12]([C:17]3[N:26]=[CH:25][C:24]4[N:23]([C:72]5[CH:80]=[CH:79][CH:78]=[C:77]6[C:73]=5[CH:74]=[CH:75][N:76]6[C:81]([O:83][C:84]([CH3:87])([CH3:86])[CH3:85])=[O:82])[CH2:22][C@@H:21]5[CH2:27][O:28][CH2:29][CH2:30][N:20]5[C:19]=4[N:18]=3)[CH:13]=[CH:14][CH:15]=2)[CH:10]=[CH:9]1, predict the reactants needed to synthesize it. The reactants are: [Si]([N:8]1[C:16]2[C:11](=[C:12]([C:17]3[N:26]=[CH:25][C:24]4[NH:23][CH2:22][C@@H:21]5[CH2:27][O:28][CH2:29][CH2:30][N:20]5[C:19]=4[N:18]=3)[CH:13]=[CH:14][CH:15]=2)[CH:10]=[CH:9]1)(C(C)(C)C)(C)C.C(=O)([O-])[O-].[Cs+].[Cs+].C1(P(C2CCCCC2)C2C=CC=CC=2C2C(C(C)C)=CC(C(C)C)=CC=2C(C)C)CCCCC1.Br[C:72]1[CH:80]=[CH:79][CH:78]=[C:77]2[C:73]=1[CH:74]=[CH:75][N:76]2[C:81]([O:83][C:84]([CH3:87])([CH3:86])[CH3:85])=[O:82]. (2) Given the product [Br:1][C:2]1[CH:3]=[C:4]([CH:5]=[CH:6][C:7]=1[NH:8][CH2:9][CH2:10][CH2:11][CH2:12][CH2:13][C:14]1[CH:15]=[CH:16][CH:17]=[CH:18][CH:19]=1)[CH:20]=[O:21], predict the reactants needed to synthesize it. The reactants are: [Br:1][C:2]1[CH:3]=[C:4]([CH2:20][OH:21])[CH:5]=[CH:6][C:7]=1[NH:8][CH2:9][CH2:10][CH2:11][CH2:12][CH2:13][C:14]1[CH:19]=[CH:18][CH:17]=[CH:16][CH:15]=1.C1C=C[NH+]=CC=1.[O-][Cr](Cl)(=O)=O. (3) Given the product [C:8]([O:12][C:13]([N:15]1[CH2:20][CH2:19][CH:18]([O:21][CH2:22][C:23]2[O:27][C:26]([C:28]3[CH:33]=[CH:32][N:31]=[CH:30][CH:29]=3)=[N:25][N:24]=2)[CH2:17][CH2:16]1)=[O:14])([CH3:9])([CH3:11])[CH3:10], predict the reactants needed to synthesize it. The reactants are: C(N(CC)CC)C.[C:8]([O:12][C:13]([N:15]1[CH2:20][CH2:19][CH:18]([O:21][CH2:22][C:23](=O)[NH:24][NH:25][C:26]([C:28]2[CH:33]=[CH:32][N:31]=[CH:30][CH:29]=2)=[O:27])[CH2:17][CH2:16]1)=[O:14])([CH3:11])([CH3:10])[CH3:9]. (4) Given the product [N:21]1([CH2:28][CH2:27][C:26]#[C:25][C:2]2[CH:7]=[CH:6][CH:5]=[C:4]([CH2:8][N:9]3[CH2:14][CH2:13][CH2:12][CH2:11][CH2:10]3)[N:3]=2)[CH2:16][CH2:17][CH2:18][CH2:19][CH2:20]1, predict the reactants needed to synthesize it. The reactants are: Br[C:2]1[CH:7]=[CH:6][CH:5]=[C:4]([CH2:8][N:9]2[CH2:14][CH2:13][CH2:12][CH2:11][CH2:10]2)[N:3]=1.Br[C:16]1[N:21]=[C:20](C=O)[CH:19]=[CH:18][CH:17]=1.N1C[CH2:28][CH2:27][CH2:26][CH2:25]1. (5) Given the product [NH2:1][CH2:4][C@H:5]1[O:9][C:8](=[O:10])[N:7]([C:11]2[CH:16]=[CH:15][C:14]([Cl:17])=[CH:13][N:12]=2)[CH2:6]1, predict the reactants needed to synthesize it. The reactants are: [N:1]([CH2:4][C@H:5]1[O:9][C:8](=[O:10])[N:7]([C:11]2[CH:16]=[CH:15][C:14]([Cl:17])=[CH:13][N:12]=2)[CH2:6]1)=[N+]=[N-].C1(P(C2C=CC=CC=2)C2C=CC=CC=2)C=CC=CC=1. (6) Given the product [CH3:9][C:10]1[N:11]=[CH:12][N:13]([C:2]2[S:3][C:4]([CH:7]=[O:8])=[CH:5][N:6]=2)[CH:14]=1, predict the reactants needed to synthesize it. The reactants are: Br[C:2]1[S:3][C:4]([CH:7]=[O:8])=[CH:5][N:6]=1.[CH3:9][C:10]1[N:11]=[CH:12][NH:13][CH:14]=1.C(=O)([O-])[O-].[K+].[K+]. (7) Given the product [CH3:12][O:11][C:7]1[CH:6]=[C:5]2[C:10](=[CH:9][CH:8]=1)[C:2]([CH3:16])([CH3:1])[CH2:3][CH2:4]2, predict the reactants needed to synthesize it. The reactants are: [CH3:1][C:2]1([CH3:16])[C:10]2[C:5](=[CH:6][C:7]([O:11][CH2:12]C(O)=O)=[CH:8][CH:9]=2)[CH2:4][CH2:3]1.Cl.CS(N)(=O)=O.Cl.C(N=C=NCCCN(C)C)C.C(N(CC)CC)C.